From a dataset of Full USPTO retrosynthesis dataset with 1.9M reactions from patents (1976-2016). Predict the reactants needed to synthesize the given product. (1) Given the product [CH:18]1([O:22][CH2:23][C@H:24]([O:35][C:2]2[C:3]3[CH:10]=[N:9][N:8]([C:11]4[C:16]([CH3:17])=[N:15][CH:14]=[CH:13][N:12]=4)[C:4]=3[N:5]=[CH:6][N:7]=2)[C:25]([NH:27][C:28]2[CH:33]=[CH:32][C:31]([CH3:34])=[CH:30][N:29]=2)=[O:26])[CH2:19][CH2:20][CH2:21]1, predict the reactants needed to synthesize it. The reactants are: Cl[C:2]1[N:7]=[CH:6][N:5]=[C:4]2[N:8]([C:11]3[C:16]([CH3:17])=[N:15][CH:14]=[CH:13][N:12]=3)[N:9]=[CH:10][C:3]=12.[CH:18]1([O:22][CH2:23][C@H:24]([OH:35])[C:25]([NH:27][C:28]2[CH:33]=[CH:32][C:31]([CH3:34])=[CH:30][N:29]=2)=[O:26])[CH2:21][CH2:20][CH2:19]1. (2) Given the product [Cl:1][C:2]1[CH:3]=[C:4]([C@H:8]([O:9][CH2:10][C:11](=[O:13])[CH3:12])[C@@H:14]2[CH2:19][CH2:18][CH2:17][N:16]([C:41]([NH:40][C@@H:27]([CH2:26][CH:20]3[CH2:21][CH2:22][CH2:23][CH2:24][CH2:25]3)[CH2:28][N:29]([CH3:39])[C:30](=[O:31])[O:32][CH2:33][CH2:34][Si:35]([CH3:37])([CH3:38])[CH3:36])=[O:42])[CH2:15]2)[CH:5]=[CH:6][CH:7]=1, predict the reactants needed to synthesize it. The reactants are: [Cl:1][C:2]1[CH:3]=[C:4]([C@@H:8]([C@@H:14]2[CH2:19][CH2:18][CH2:17][NH:16][CH2:15]2)[O:9][CH2:10][C:11](=[O:13])[CH3:12])[CH:5]=[CH:6][CH:7]=1.[CH:20]1([CH2:26][C@H:27]([NH:40][C:41](=O)[O:42]C2C=CC([N+]([O-])=O)=CC=2)[CH2:28][N:29]([CH3:39])[C:30]([O:32][CH2:33][CH2:34][Si:35]([CH3:38])([CH3:37])[CH3:36])=[O:31])[CH2:25][CH2:24][CH2:23][CH2:22][CH2:21]1.CCN(C(C)C)C(C)C. (3) Given the product [CH3:11][O:10][C:8](=[O:9])[C:7]1[CH:6]=[CH:5][C:4]([CH2:3][N:2]([CH2:19][C:15]2[NH:14][CH:18]=[CH:17][N:16]=2)[CH2:29][C:25]2[N:24]([CH3:23])[CH:28]=[CH:27][N:26]=2)=[CH:13][CH:12]=1, predict the reactants needed to synthesize it. The reactants are: Cl.[NH2:2][CH2:3][C:4]1[CH:13]=[CH:12][C:7]([C:8]([O:10][CH3:11])=[O:9])=[CH:6][CH:5]=1.[NH:14]1[CH:18]=[CH:17][N:16]=[C:15]1[CH:19]=O.[BH4-].[Na+].[CH3:23][N:24]1[CH:28]=[CH:27][N:26]=[C:25]1[CH:29]=O.C(O[BH-](OC(=O)C)OC(=O)C)(=O)C.[Na+]. (4) Given the product [F:11][C:12]1[C:21]2[C:16](=[CH:17][CH:18]=[CH:19][CH:20]=2)[C:15]([CH:10]=[O:9])=[CH:14][CH:13]=1, predict the reactants needed to synthesize it. The reactants are: Cl[Sn](Cl)(Cl)Cl.ClC([O:9][CH3:10])Cl.[F:11][C:12]1[C:21]2[C:16](=[CH:17][CH:18]=[CH:19][CH:20]=2)[CH:15]=[CH:14][CH:13]=1. (5) Given the product [F:7][C:8]1[CH:13]=[C:12]([CH2:24][C:23]([O:22][C:18]([CH3:21])([CH3:20])[CH3:19])=[O:26])[CH:11]=[C:10]([F:14])[C:9]=1[N+:15]([O-:17])=[O:16], predict the reactants needed to synthesize it. The reactants are: CC(C)([O-])C.[K+].[F:7][C:8]1[CH:13]=[CH:12][CH:11]=[C:10]([F:14])[C:9]=1[N+:15]([O-:17])=[O:16].[C:18]([O:22][C:23](=[O:26])[CH2:24]Cl)([CH3:21])([CH3:20])[CH3:19]. (6) Given the product [Cl:1][C:2]1[C:3]2[CH:24]=[CH:23][CH:22]=[CH:21][C:4]=2[S:5][C:6]=1[CH2:7][O:8][C:9]1[CH:17]=[CH:16][CH:15]=[C:11]2[C:10]=1[C:18](=[O:20])[N:26]([CH:27]1[CH2:33][CH2:32][C:31](=[O:34])[NH:30][C:28]1=[O:29])[C:12]2=[O:13], predict the reactants needed to synthesize it. The reactants are: [Cl:1][C:2]1[C:3]2[CH:24]=[CH:23][CH:22]=[CH:21][C:4]=2[S:5][C:6]=1[CH2:7][O:8][C:9]1[CH:17]=[CH:16][CH:15]=[C:11]([C:12](O)=[O:13])[C:10]=1[C:18]([OH:20])=O.Cl.[NH2:26][CH:27]1[CH2:33][CH2:32][C:31](=[O:34])[NH:30][C:28]1=[O:29]. (7) Given the product [Cl:1][C:2]1[CH:7]=[CH:6][C:5]([C:8]2[CH:9]=[CH:10][C:11]([CH2:14][CH2:15][CH2:16][CH2:17][C:18]3[N:23]=[N:22][C:21]([CH2:24][OH:25])=[CH:20][CH:19]=3)=[N:12][CH:13]=2)=[CH:4][CH:3]=1, predict the reactants needed to synthesize it. The reactants are: [Cl:1][C:2]1[CH:7]=[CH:6][C:5]([C:8]2[CH:9]=[CH:10][C:11]([CH2:14][CH2:15][CH2:16][CH2:17][C:18]3[N:23]=[N:22][C:21]([C:24](O)=[O:25])=[CH:20][CH:19]=3)=[N:12][CH:13]=2)=[CH:4][CH:3]=1.C(N1C=CN=C1)(N1C=CN=C1)=O.[BH4-].[Na+].S([O-])(O)(=O)=O.[K+].C(=O)([O-])O.[Na+].